From a dataset of Forward reaction prediction with 1.9M reactions from USPTO patents (1976-2016). Predict the product of the given reaction. (1) Given the reactants [CH2:1]([C:3]1[CH:4]=[CH:5][CH:6]=[C:7]2[C:12]=1[N:11]=[C:10]([C:13]1([C:16]3[CH:21]=[CH:20][CH:19]=[CH:18][CH:17]=3)[CH2:15][CH2:14]1)[C:9](O)=[C:8]2[C:23]([OH:25])=[O:24])[CH3:2].[OH-:26].[Na+], predict the reaction product. The product is: [OH:26][C:9]1[C:10]([C:13]2([C:16]3[CH:21]=[CH:20][CH:19]=[CH:18][CH:17]=3)[CH2:14][CH2:15]2)=[N:11][C:12]2[C:7]([C:8]=1[C:23]([OH:25])=[O:24])=[CH:6][CH:5]=[C:1]([CH3:2])[C:3]=2[CH3:4]. (2) Given the reactants [F:1][C:2]1[CH:3]=[N:4][CH:5]=[CH:6][C:7]=1[C:8](O)([CH3:10])[CH3:9].[OH-].[Na+], predict the reaction product. The product is: [F:1][C:2]1[CH:3]=[N:4][CH:5]=[CH:6][C:7]=1[CH:8]([CH3:10])[CH3:9]. (3) Given the reactants [C:1]([O:5][C:6]([N:8]1[CH2:13][CH2:12][CH:11]([C:14]([C:16]2[S:17][CH:18]=[C:19](C)[C:20]=2[Br:21])=[O:15])[CH2:10][CH2:9]1)=[O:7])([CH3:4])([CH3:3])[CH3:2].Br[C:24]1SC(C)=CC=1.C([N-]C(C)C)(C)C.[Li+].C(OC(N1CCC(C(=O)N(OC)C)CC1)=O)(C)(C)C, predict the reaction product. The product is: [C:1]([O:5][C:6]([N:8]1[CH2:13][CH2:12][CH:11]([C:14]([C:16]2[S:17][C:18]([CH3:24])=[CH:19][C:20]=2[Br:21])=[O:15])[CH2:10][CH2:9]1)=[O:7])([CH3:3])([CH3:2])[CH3:4]. (4) Given the reactants [OH:1][C:2]1[CH:3]=[C:4]([C:10]2[O:11][CH:12]=[C:13]([CH2:15][CH2:16][C:17]([C:19]3[C:24]([CH3:25])=[CH:23][CH:22]=[CH:21][N:20]=3)=[O:18])[N:14]=2)[CH:5]=[CH:6][C:7]=1[O:8][CH3:9].Cl[CH:27]([F:29])[F:28], predict the reaction product. The product is: [F:28][CH:27]([F:29])[O:1][C:2]1[CH:3]=[C:4]([C:10]2[O:11][CH:12]=[C:13]([CH2:15][CH2:16][C:17]([C:19]3[C:24]([CH3:25])=[CH:23][CH:22]=[CH:21][N:20]=3)=[O:18])[N:14]=2)[CH:5]=[CH:6][C:7]=1[O:8][CH3:9]. (5) Given the reactants [CH:1]([C:3]1[NH:4][C:5]2[CH2:6][CH2:7][CH2:8][CH2:9][C:10]=2[C:11]=1[CH2:12][CH2:13][C:14]([OH:16])=[O:15])=O.[NH:17]1[C:25]2[C:20](=[CH:21][CH:22]=[CH:23][CH:24]=2)[CH2:19][C:18]1=[O:26].N1CCCCC1.N1CCCC1.Cl, predict the reaction product. The product is: [O:26]=[C:18]1[C:19](=[CH:1][C:3]2[NH:4][C:5]3[CH2:6][CH2:7][CH2:8][CH2:9][C:10]=3[C:11]=2[CH2:12][CH2:13][C:14]([OH:16])=[O:15])[C:20]2[C:25](=[CH:24][CH:23]=[CH:22][CH:21]=2)[NH:17]1. (6) Given the reactants C([O:8][C:9]1[CH:10]=[CH:11][C:12]2[C@H:21]3[C@H:17]([CH2:18][N:19]([C:22]([O:24][C:25]([CH3:28])([CH3:27])[CH3:26])=[O:23])[CH2:20]3)[O:16][CH2:15][C:13]=2[CH:14]=1)C1C=CC=CC=1, predict the reaction product. The product is: [OH:8][C:9]1[CH:10]=[CH:11][C:12]2[C@H:21]3[C@H:17]([CH2:18][N:19]([C:22]([O:24][C:25]([CH3:28])([CH3:27])[CH3:26])=[O:23])[CH2:20]3)[O:16][CH2:15][C:13]=2[CH:14]=1.